From a dataset of Reaction yield outcomes from USPTO patents with 853,638 reactions. Predict the reaction yield, written as a fraction of the theoretical maximum amount of product (1.0 means a 100% yield; for example, 0.34 means a 34% yield). (1) The reactants are Br[C:2]1[CH:7]=[CH:6][C:5]([S:8]([NH:11][C:12]2[CH:17]=[CH:16][N:15]=[CH:14][N:13]=2)(=[O:10])=[O:9])=[CH:4][CH:3]=1.[CH3:18][C@H:19]1[CH2:24][NH:23][CH2:22][CH2:21][NH:20]1.C(P(C(C)(C)C)C1C=CC=CC=1C1C=CC=CC=1)(C)(C)C.O(C(C)(C)C)[Na]. The catalyst is C1C=CC(/C=C/C(/C=C/C2C=CC=CC=2)=O)=CC=1.C1C=CC(/C=C/C(/C=C/C2C=CC=CC=2)=O)=CC=1.C1C=CC(/C=C/C(/C=C/C2C=CC=CC=2)=O)=CC=1.[Pd].[Pd].C1(C)C=CC=CC=1. The product is [CH3:18][C@@H:19]1[NH:20][CH2:21][CH2:22][N:23]([C:2]2[CH:7]=[CH:6][C:5]([S:8]([NH:11][C:12]3[CH:17]=[CH:16][N:15]=[CH:14][N:13]=3)(=[O:10])=[O:9])=[CH:4][CH:3]=2)[CH2:24]1. The yield is 0.380. (2) The product is [CH3:28][C:23]1([CH3:29])[C:24]([CH3:27])([CH3:26])[O:25][B:21]([C:2]2[CH:3]=[C:4]([N:8]3[C:16]4[CH:15]=[CH:14][CH:13]=[CH:12][C:11]=4[C:10]4[CH:17]=[N:18][CH:19]=[CH:20][C:9]3=4)[CH:5]=[CH:6][CH:7]=2)[O:22]1. The yield is 0.530. The reactants are Br[C:2]1[CH:3]=[C:4]([N:8]2[C:16]3[CH:15]=[CH:14][CH:13]=[CH:12][C:11]=3[C:10]3[CH:17]=[N:18][CH:19]=[CH:20][C:9]2=3)[CH:5]=[CH:6][CH:7]=1.[B:21]1([B:21]2[O:25][C:24]([CH3:27])([CH3:26])[C:23]([CH3:29])([CH3:28])[O:22]2)[O:25][C:24]([CH3:27])([CH3:26])[C:23]([CH3:29])([CH3:28])[O:22]1.C([O-])(=O)C.[K+].CS(C)=O. The catalyst is O.C(OCC)(=O)C. (3) The reactants are Cl[C:2]1[CH:7]=[C:6]([C:8]#[N:9])[CH:5]=[CH:4][N:3]=1.C([Sn](CCCC)(CCCC)[C:15]1[N:16]=[CH:17][N:18]([C:20]([C:33]2[CH:38]=[CH:37][CH:36]=[CH:35][CH:34]=2)([C:27]2[CH:32]=[CH:31][CH:30]=[CH:29][CH:28]=2)[C:21]2[CH:26]=[CH:25][CH:24]=[CH:23][CH:22]=2)[CH:19]=1)CCC. No catalyst specified. The product is [C:33]1([C:20]([C:21]2[CH:22]=[CH:23][CH:24]=[CH:25][CH:26]=2)([C:27]2[CH:28]=[CH:29][CH:30]=[CH:31][CH:32]=2)[N:18]2[CH:19]=[C:15]([C:2]3[CH:7]=[C:6]([C:8]#[N:9])[CH:5]=[CH:4][N:3]=3)[N:16]=[CH:17]2)[CH:38]=[CH:37][CH:36]=[CH:35][CH:34]=1. The yield is 0.770.